This data is from Full USPTO retrosynthesis dataset with 1.9M reactions from patents (1976-2016). The task is: Predict the reactants needed to synthesize the given product. Given the product [C:1]1([C:7]2[C:16]([N:17]3[CH2:18][CH2:19][N:20]([C:23]4[CH:28]=[CH:27][C:26]([C:29]([F:31])([F:32])[F:30])=[CH:25][N:24]=4)[CH2:21][CH2:22]3)=[N:15][C:14]3[C:9](=[CH:10][CH:11]=[C:12]([C:33]([OH:35])=[O:34])[CH:13]=3)[N:8]=2)[CH:2]=[CH:3][CH:4]=[CH:5][CH:6]=1, predict the reactants needed to synthesize it. The reactants are: [C:1]1([C:7]2[C:16]([N:17]3[CH2:22][CH2:21][N:20]([C:23]4[CH:28]=[CH:27][C:26]([C:29]([F:32])([F:31])[F:30])=[CH:25][N:24]=4)[CH2:19][CH2:18]3)=[N:15][C:14]3[C:9](=[CH:10][CH:11]=[C:12]([C:33]([O:35]C)=[O:34])[CH:13]=3)[N:8]=2)[CH:6]=[CH:5][CH:4]=[CH:3][CH:2]=1.[OH-].[Na+].Cl.